From a dataset of Full USPTO retrosynthesis dataset with 1.9M reactions from patents (1976-2016). Predict the reactants needed to synthesize the given product. (1) Given the product [Cl:16][C:17]1[C:18]([F:25])=[C:19]([NH:20][C:2]2[C:11]3[C:6](=[CH:7][C:8]([F:15])=[C:9]([N+:12]([O-:14])=[O:13])[CH:10]=3)[N:5]=[CH:4][N:3]=2)[CH:21]=[CH:22][C:23]=1[F:24], predict the reactants needed to synthesize it. The reactants are: Cl[C:2]1[C:11]2[C:6](=[CH:7][C:8]([F:15])=[C:9]([N+:12]([O-:14])=[O:13])[CH:10]=2)[N:5]=[CH:4][N:3]=1.[Cl:16][C:17]1[C:18]([F:25])=[C:19]([CH:21]=[CH:22][C:23]=1[F:24])[NH2:20]. (2) The reactants are: [NH2:1][C:2]1[NH:7][C:6](=O)[CH:5]=[C:4]([CH:9]2[CH2:13][CH2:12][CH2:11][CH2:10]2)[N:3]=1.CN(C)C1C=CC=CC=1.P(Cl)(Cl)([Cl:25])=O. Given the product [NH2:1][C:2]1[N:7]=[C:6]([Cl:25])[CH:5]=[C:4]([CH:9]2[CH2:13][CH2:12][CH2:11][CH2:10]2)[N:3]=1, predict the reactants needed to synthesize it. (3) Given the product [Cl:1][C:2]1[C:3]([N:8]2[CH:9]3[CH2:15][CH2:14][CH:13]2[CH2:12][NH:11][CH2:10]3)=[N:4][CH:5]=[CH:6][CH:7]=1, predict the reactants needed to synthesize it. The reactants are: [Cl:1][C:2]1[C:3]([N:8]2[CH:13]3[CH2:14][CH2:15][CH:9]2[CH2:10][N:11](C(OC(C)(C)C)=O)[CH2:12]3)=[N:4][CH:5]=[CH:6][CH:7]=1.FC(F)(F)C(O)=O. (4) Given the product [NH2:23][C:8]1[CH:9]=[C:10]([NH:13][S:14]([C:17]2[CH:18]=[CH:19][CH:20]=[CH:21][CH:22]=2)(=[O:16])=[O:15])[CH:11]=[CH:12][C:7]=1[NH:6][CH2:5][CH:1]1[CH2:4][CH2:3][CH2:2]1, predict the reactants needed to synthesize it. The reactants are: [CH:1]1([CH2:5][NH:6][C:7]2[CH:12]=[CH:11][C:10]([NH:13][S:14]([C:17]3[CH:22]=[CH:21][CH:20]=[CH:19][CH:18]=3)(=[O:16])=[O:15])=[CH:9][C:8]=2[N+:23]([O-])=O)[CH2:4][CH2:3][CH2:2]1. (5) Given the product [F:1][C:2]1[CH:3]=[C:4]([N:9]2[C:13]([CH3:14])([CH3:15])[C:12](=[O:16])[N:11]([C:17]3[CH:24]=[CH:23][C:20]([C:21]#[N:22])=[C:19]([C:25]([F:26])([F:27])[F:28])[CH:18]=3)[C:10]2=[S:29])[CH:5]=[CH:6][C:7]=1[O:8][C@H:32]1[CH2:33][CH2:34][O:30][CH2:31]1, predict the reactants needed to synthesize it. The reactants are: [F:1][C:2]1[CH:3]=[C:4]([N:9]2[C:13]([CH3:15])([CH3:14])[C:12](=[O:16])[N:11]([C:17]3[CH:24]=[CH:23][C:20]([C:21]#[N:22])=[C:19]([C:25]([F:28])([F:27])[F:26])[CH:18]=3)[C:10]2=[S:29])[CH:5]=[CH:6][C:7]=1[OH:8].[O:30]1[CH2:34][CH2:33][C@@H:32](OS(C2C=CC(C)=CC=2)(=O)=O)[CH2:31]1.C(=O)([O-])[O-].[Cs+].[Cs+].CN(C)C(=O)C. (6) Given the product [C:1]([O:4][C@H:5]1[CH2:21][C@@H:20]2[C@@:8]([CH3:34])([CH:9]3[CH:17]([CH2:18][CH2:19]2)[CH:16]2[C@@:12]([CH3:33])([C:13]([N:24]4[C:28]5[CH:29]=[CH:30][CH:31]=[CH:32][C:27]=5[N:26]=[CH:25]4)=[CH:14][CH2:15]2)[CH2:11][CH2:10]3)[CH2:7][CH2:6]1)(=[O:3])[CH3:2], predict the reactants needed to synthesize it. The reactants are: [C:1]([O:4][C@H:5]1[CH2:21][C@@H:20]2[C@@:8]([CH3:34])([CH:9]3[CH:17]([CH2:18][CH2:19]2)[CH:16]2[C@@:12]([CH3:33])([C:13]([N:24]4[C:28]5[CH:29]=[CH:30][CH:31]=[CH:32][C:27]=5[N:26]=[CH:25]4)=[C:14](C=O)[CH2:15]2)[CH2:11][CH2:10]3)[CH2:7][CH2:6]1)(=[O:3])[CH3:2]. (7) Given the product [NH2:7][C:6]1[S:10][C:9]([NH:8][C:11]2[CH:20]=[CH:19][C:18]3[C:13](=[CH:14][CH:15]=[CH:16][CH:17]=3)[CH:12]=2)=[N:1][C:2]=1[C:3]([NH2:5])=[O:4], predict the reactants needed to synthesize it. The reactants are: [NH2:1][CH:2]([C:6]#[N:7])[C:3]([NH2:5])=[O:4].[N:8]([C:11]1[CH:20]=[CH:19][C:18]2[C:13](=[CH:14][CH:15]=[CH:16][CH:17]=2)[CH:12]=1)=[C:9]=[S:10].